This data is from Catalyst prediction with 721,799 reactions and 888 catalyst types from USPTO. The task is: Predict which catalyst facilitates the given reaction. Reactant: [Br:1][C:2]1[C:3]([O:38][CH3:39])=[C:4]([CH2:12][N:13]([CH3:37])[C:14](=[O:36])[CH:15]([N:23]2[CH2:28][CH2:27][N:26](C(OC(C)(C)C)=O)[CH2:25][CH2:24]2)[C:16]2[CH:21]=[CH:20][C:19]([F:22])=[CH:18][CH:17]=2)[C:5]2[CH2:6][CH2:7][CH2:8][CH2:9][C:10]=2[CH:11]=1.C(O)(C(F)(F)F)=O. Product: [Br:1][C:2]1[C:3]([O:38][CH3:39])=[C:4]([CH2:12][N:13]([CH3:37])[C:14](=[O:36])[CH:15]([C:16]2[CH:17]=[CH:18][C:19]([F:22])=[CH:20][CH:21]=2)[N:23]2[CH2:24][CH2:25][NH:26][CH2:27][CH2:28]2)[C:5]2[CH2:6][CH2:7][CH2:8][CH2:9][C:10]=2[CH:11]=1. The catalyst class is: 2.